Task: Predict which catalyst facilitates the given reaction.. Dataset: Catalyst prediction with 721,799 reactions and 888 catalyst types from USPTO (1) Reactant: CCN(C(C)C)C(C)C.[C:10]([O:14][C:15](=[O:30])[CH2:16][NH:17][CH2:18][C:19]1[CH:24]=[C:23]([C:25]([O:27][CH2:28][CH3:29])=[O:26])[CH:22]=[CH:21][N:20]=1)([CH3:13])([CH3:12])[CH3:11].[F:31][C:32]([F:43])([F:42])[C:33](O[C:33](=[O:34])[C:32]([F:43])([F:42])[F:31])=[O:34]. Product: [C:10]([O:14][C:15](=[O:30])[CH2:16][N:17]([CH2:18][C:19]1[CH:24]=[C:23]([C:25]([O:27][CH2:28][CH3:29])=[O:26])[CH:22]=[CH:21][N:20]=1)[C:33](=[O:34])[C:32]([F:43])([F:42])[F:31])([CH3:13])([CH3:12])[CH3:11]. The catalyst class is: 2. (2) Reactant: ClC(Cl)(O[C:5](=[O:11])OC(Cl)(Cl)Cl)Cl.[N:13]1([C:19]2[C:20]3[N:34]=[N:33][N:32]([CH2:35][C:36]([F:39])([F:38])[F:37])[C:21]=3[N:22]=[C:23]([C:25]3[CH:31]=[CH:30][C:28]([NH2:29])=[CH:27][CH:26]=3)[N:24]=2)[CH2:18][CH2:17][O:16][CH2:15][CH2:14]1.[NH2:40][C:41]1[CH:46]=[CH:45][N:44]=[CH:43][CH:42]=1.CCN(CC)CC. Product: [N:13]1([C:19]2[C:20]3[N:34]=[N:33][N:32]([CH2:35][C:36]([F:38])([F:39])[F:37])[C:21]=3[N:22]=[C:23]([C:25]3[CH:31]=[CH:30][C:28]([NH:29][C:5]([NH:40][C:41]4[CH:46]=[CH:45][N:44]=[CH:43][CH:42]=4)=[O:11])=[CH:27][CH:26]=3)[N:24]=2)[CH2:14][CH2:15][O:16][CH2:17][CH2:18]1. The catalyst class is: 22. (3) Reactant: [C:1]([Si:5]([CH3:11])([CH3:10])[O:6][CH2:7][C:8]#[CH:9])([CH3:4])([CH3:3])[CH3:2].[Li]CCCC.B(F)(F)F.[CH3:21][CH2:22][O:23]CC.C(OC(=O)C)(=O)C. Product: [Si:5]([O:6][CH2:7][C:8]#[C:9][C:22](=[O:23])[CH3:21])([C:1]([CH3:3])([CH3:4])[CH3:2])([CH3:10])[CH3:11]. The catalyst class is: 1. (4) Reactant: [F:1][C:2]1[C:3]([NH:23][C:24]2[CH:29]=[CH:28][C:27]([I:30])=[CH:26][C:25]=2[F:31])=[C:4]([C:9]([N:11]2[CH2:14][C:13]([C:16]([CH3:22])([CH3:21])[C:17]([O:19]C)=[O:18])([OH:15])[CH2:12]2)=[O:10])[CH:5]=[CH:6][C:7]=1[F:8].Cl. Product: [F:1][C:2]1[C:3]([NH:23][C:24]2[CH:29]=[CH:28][C:27]([I:30])=[CH:26][C:25]=2[F:31])=[C:4]([C:9]([N:11]2[CH2:14][C:13]([C:16]([CH3:22])([CH3:21])[C:17]([OH:19])=[O:18])([OH:15])[CH2:12]2)=[O:10])[CH:5]=[CH:6][C:7]=1[F:8]. The catalyst class is: 500.